From a dataset of Catalyst prediction with 721,799 reactions and 888 catalyst types from USPTO. Predict which catalyst facilitates the given reaction. (1) Reactant: [C:1]([O:5][C:6]([N:8]([CH3:34])[C@@H:9]([CH3:33])[C:10]([NH:12][C@@H:13]([CH:30]([CH3:32])[CH3:31])[C:14]([N:16]1[C:20]2=[N:21][CH:22]=[CH:23][CH:24]=[C:19]2[CH2:18][C@H:17]1[C:25]([O:27]CC)=[O:26])=[O:15])=[O:11])=[O:7])([CH3:4])([CH3:3])[CH3:2].O.[OH-].[Li+]. Product: [C:1]([O:5][C:6]([N:8]([CH3:34])[C@@H:9]([CH3:33])[C:10]([NH:12][C@@H:13]([CH:30]([CH3:31])[CH3:32])[C:14]([N:16]1[C:20]2=[N:21][CH:22]=[CH:23][CH:24]=[C:19]2[CH2:18][C@H:17]1[C:25]([OH:27])=[O:26])=[O:15])=[O:11])=[O:7])([CH3:4])([CH3:3])[CH3:2]. The catalyst class is: 87. (2) Reactant: [NH2:1][CH2:2][C:3]1[CH:12]=[C:11]2[C:6]([CH2:7][CH2:8][CH:9]([NH:22][C:23](=[O:29])[O:24][C:25]([CH3:28])([CH3:27])[CH3:26])[CH:10]2[CH2:13][C:14]2[CH:19]=[CH:18][C:17]([Cl:20])=[C:16]([Cl:21])[CH:15]=2)=[CH:5][CH:4]=1.[CH2:30]([S:33](Cl)(=[O:35])=[O:34])[CH2:31][CH3:32]. Product: [Cl:21][C:16]1[CH:15]=[C:14]([CH:19]=[CH:18][C:17]=1[Cl:20])[CH2:13][CH:10]1[C:11]2[C:6](=[CH:5][CH:4]=[C:3]([CH2:2][NH:1][S:33]([CH2:30][CH2:31][CH3:32])(=[O:35])=[O:34])[CH:12]=2)[CH2:7][CH2:8][CH:9]1[NH:22][C:23](=[O:29])[O:24][C:25]([CH3:26])([CH3:28])[CH3:27]. The catalyst class is: 112. (3) Product: [O:30]=[C:26]1[CH2:25][C:24]2[C:28](=[CH:29][C:21]([C:19]([C:18]3[CH:17]=[C:16]([NH:15][C:7]([C:6]4[N:2]([CH3:1])[N:3]=[C:4]([CH3:10])[CH:5]=4)=[O:9])[CH:33]=[CH:32][CH:31]=3)=[O:20])=[CH:22][CH:23]=2)[NH:27]1. Reactant: [CH3:1][N:2]1[C:6]([C:7]([OH:9])=O)=[CH:5][C:4]([CH3:10])=[N:3]1.S(Cl)(Cl)=O.[NH2:15][C:16]1[CH:17]=[C:18]([CH:31]=[CH:32][CH:33]=1)[C:19]([C:21]1[CH:29]=[C:28]2[C:24]([CH2:25][C:26](=[O:30])[NH:27]2)=[CH:23][CH:22]=1)=[O:20]. The catalyst class is: 1. (4) Reactant: [Cl:1][C:2]1[CH:3]=[C:4](B2OC(C)(C)C(C)(C)O2)[CH:5]=[C:6]2[C:11]=1[N:10]1[C:12]([CH3:15])=[N:13][N:14]=[C:9]1[CH2:8][CH2:7]2.Br[C:26]1[CH:27]=[N:28][CH:29]=[C:30]([F:34])[C:31]=1[CH2:32][CH3:33].C(=O)([O-])[O-].[Na+].[Na+].ClCCl. Product: [Cl:1][C:2]1[CH:3]=[C:4]([C:26]2[CH:27]=[N:28][CH:29]=[C:30]([F:34])[C:31]=2[CH2:32][CH3:33])[CH:5]=[C:6]2[C:11]=1[N:10]1[C:12]([CH3:15])=[N:13][N:14]=[C:9]1[CH2:8][CH2:7]2. The catalyst class is: 127. (5) Reactant: [CH3:1][O:2][C:3]1[CH:4]=[C:5]([C:11]2[C:12]([CH3:33])([CH3:32])[C:13](=[O:31])[N:14]([CH:16]3[CH2:21][CH2:20][N:19]([C:22]([C:24]4[CH:29]=[CH:28][CH:27]=[C:26]([OH:30])[CH:25]=4)=[O:23])[CH2:18][CH2:17]3)[N:15]=2)[CH:6]=[CH:7][C:8]=1[O:9][CH3:10].C(=O)([O-])[O-].[K+].[K+].[F:40][C:41]([F:45])([F:44])[CH2:42]I. Product: [CH3:1][O:2][C:3]1[CH:4]=[C:5]([C:11]2[C:12]([CH3:33])([CH3:32])[C:13](=[O:31])[N:14]([CH:16]3[CH2:21][CH2:20][N:19]([C:22]([C:24]4[CH:29]=[CH:28][CH:27]=[C:26]([O:30][CH2:42][C:41]([F:45])([F:44])[F:40])[CH:25]=4)=[O:23])[CH2:18][CH2:17]3)[N:15]=2)[CH:6]=[CH:7][C:8]=1[O:9][CH3:10]. The catalyst class is: 3. (6) Reactant: [Cl:1][C:2]1[CH:7]=[CH:6][CH:5]=[CH:4][C:3]=1[C:8]1[CH:13]=[CH:12][N:11]=[CH:10][C:9]=1[NH:14][CH2:15][C:16]([F:19])([F:18])[F:17].[F:20][C:21]([F:36])([F:35])[C:22]1[CH:23]=[C:24]([CH:28]=[C:29]([C:31]([F:34])([F:33])[F:32])[CH:30]=1)[C:25](Cl)=[O:26]. Product: [Cl:1][C:2]1[CH:7]=[CH:6][CH:5]=[CH:4][C:3]=1[C:8]1[CH:13]=[CH:12][N:11]=[CH:10][C:9]=1[N:14]([CH2:15][C:16]([F:19])([F:17])[F:18])[C:25](=[O:26])[C:24]1[CH:28]=[C:29]([C:31]([F:32])([F:33])[F:34])[CH:30]=[C:22]([C:21]([F:20])([F:35])[F:36])[CH:23]=1. The catalyst class is: 243. (7) Reactant: [CH3:1][O:2][C:3]([C:5]1[C:14]2[O:13][CH:12](Br)[CH:11]([Br:16])[O:10][C:9]=2[CH:8]=[CH:7][CH:6]=1)=[O:4].C[O-].[Na+]. Product: [CH3:1][O:2][C:3]([C:5]1[C:14]2[O:13][CH:12]=[C:11]([Br:16])[O:10][C:9]=2[CH:8]=[CH:7][CH:6]=1)=[O:4]. The catalyst class is: 5.